The task is: Predict the reaction yield, written as a fraction of the theoretical maximum amount of product (1.0 means a 100% yield; for example, 0.34 means a 34% yield).. This data is from Reaction yield outcomes from USPTO patents with 853,638 reactions. (1) The reactants are [CH3:1][CH:2]([CH3:33])[C@H:3]([N:7]1[CH2:15][C:14]2[C:9](=[CH:10][C:11]([C:16]3[CH:21]=[CH:20][C:19]([NH:22][S:23]([C:26]4[CH:31]=CC=C[CH:27]=4)(=[O:25])=[O:24])=[CH:18][CH:17]=3)=[CH:12][CH:13]=2)[C:8]1=[O:32])[C:4]([OH:6])=[O:5].CC(C)[C@H](N1CC2C(=CC(C3C=CC(NS(C(C)C)(=O)=O)=CC=3)=CC=2)C1=O)C(OC)=O. No catalyst specified. The product is [CH3:1][CH:2]([CH3:33])[C@H:3]([N:7]1[CH2:15][C:14]2[C:9](=[CH:10][C:11]([C:16]3[CH:21]=[CH:20][C:19]([NH:22][S:23]([CH:26]([CH3:31])[CH3:27])(=[O:25])=[O:24])=[CH:18][CH:17]=3)=[CH:12][CH:13]=2)[C:8]1=[O:32])[C:4]([OH:6])=[O:5]. The yield is 0.490. (2) The reactants are [CH3:1][O:2][C:3](=[O:12])[C:4]1[CH:9]=[CH:8][C:7]([OH:10])=[CH:6][C:5]=1[OH:11].CCN(CC)CC.[CH3:20][C:21](OC(C)=O)=[O:22]. The catalyst is CCOCC.CN(C1C=CN=CC=1)C. The product is [CH3:1][O:2][C:3](=[O:12])[C:4]1[CH:9]=[CH:8][C:7]([O:10][C:21](=[O:22])[CH3:20])=[CH:6][C:5]=1[OH:11]. The yield is 0.230. (3) The reactants are [CH3:1][O:2][C:3]1[CH:10]=[CH:9][C:6]([CH:7]=O)=[CH:5][CH:4]=1.[C:11]([O:15][C:16]([CH3:19])([CH3:18])[CH3:17])(=[O:14])[NH:12][NH2:13]. The catalyst is C1(C)C=CC=CC=1. The product is [CH3:1][O:2][C:3]1[CH:10]=[CH:9][C:6](/[CH:7]=[N:13]/[NH:12][C:11]([O:15][C:16]([CH3:19])([CH3:18])[CH3:17])=[O:14])=[CH:5][CH:4]=1. The yield is 0.910. (4) The reactants are [OH-].[NH4+:2].[NH3:3].C(O[C:7](OCC)(OCC)[CH2:8][CH3:9])C.[Cl:16][C:17]1[CH:18]=[C:19]([C:23](=O)[CH2:24][C:25]([O:27]CC)=O)[CH:20]=[CH:21][CH:22]=1. The catalyst is CO.C(O)C. The product is [Cl:16][C:17]1[CH:18]=[C:19]([C:23]2[N:3]=[C:7]([CH2:8][CH3:9])[NH:2][C:25](=[O:27])[CH:24]=2)[CH:20]=[CH:21][CH:22]=1. The yield is 0.0600. (5) The reactants are C(OC([N:8]1[C:16]2[C:11](=[CH:12][C:13]([S:17][C:18]3[CH:23]=[CH:22][CH:21]=[CH:20][C:19]=3[CH2:24][N:25](C(OC(C)(C)C)=O)[CH3:26])=[CH:14][CH:15]=2)[CH:10]=[CH:9]1)=O)(C)(C)C.Cl. The catalyst is CO.C(OCC)C. The product is [NH:8]1[C:16]2[C:11](=[CH:12][C:13]([S:17][C:18]3[CH:23]=[CH:22][CH:21]=[CH:20][C:19]=3[CH2:24][NH:25][CH3:26])=[CH:14][CH:15]=2)[CH:10]=[CH:9]1. The yield is 0.100.